Dataset: Peptide-MHC class I binding affinity with 185,985 pairs from IEDB/IMGT. Task: Regression. Given a peptide amino acid sequence and an MHC pseudo amino acid sequence, predict their binding affinity value. This is MHC class I binding data. (1) The peptide sequence is RLARAIIEL. The MHC is HLA-A02:01 with pseudo-sequence HLA-A02:01. The binding affinity (normalized) is 0.908. (2) The peptide sequence is LWSYNAELL. The MHC is HLA-A23:01 with pseudo-sequence HLA-A23:01. The binding affinity (normalized) is 0.117. (3) The peptide sequence is LIDFLKDVM. The binding affinity (normalized) is 0.524. The MHC is Mamu-A02 with pseudo-sequence Mamu-A02. (4) The peptide sequence is ELVRKTRFL. The MHC is HLA-B07:02 with pseudo-sequence HLA-B07:02. The binding affinity (normalized) is 0.0847.